Dataset: Full USPTO retrosynthesis dataset with 1.9M reactions from patents (1976-2016). Task: Predict the reactants needed to synthesize the given product. (1) Given the product [Cl:25][C:23]1[CH:22]=[CH:21][C:19]2[NH:20][C:16]([CH:14]([NH:13][C:11](=[O:12])[C:9]3[CH:8]=[CH:7][C:3]([C:4]([N:34]4[CH2:38][CH2:39][CH2:40][C@H:35]4[C:36]([NH2:41])=[O:59])=[O:6])=[C:2]([Cl:1])[CH:10]=3)[CH3:15])=[N:17][C:18]=2[CH:24]=1, predict the reactants needed to synthesize it. The reactants are: [Cl:1][C:2]1[CH:10]=[C:9]([C:11]([NH:13][CH:14]([C:16]2[NH:20][C:19]3[CH:21]=[CH:22][C:23]([Cl:25])=[CH:24][C:18]=3[N:17]=2)[CH3:15])=[O:12])[CH:8]=[CH:7][C:3]=1[C:4]([OH:6])=O.CN(C(O[N:34]1N=[N:41][C:36]2C=[CH:38][CH:39]=[CH:40][C:35]1=2)=[N+](C)C)C.[B-](F)(F)(F)F.C(N(C(C)C)CC)(C)C.ClCl.[O:59]1CCCC1. (2) The reactants are: [CH:1]1([NH:5][C:6]([C:8]2[CH:13]=[CH:12][C:11]([C:14]3[CH:19]=[CH:18][C:17]([CH2:20][C@H:21]([NH:36][C:37]([C@H:39]4[CH2:44][CH2:43][C@H:42]([CH2:45][NH:46]C(=O)OC(C)(C)C)[CH2:41][CH2:40]4)=[O:38])[C:22](=[O:35])[NH:23][C:24]4[CH:29]=[CH:28][C:27]([C:30]5[NH:34][N:33]=[N:32][N:31]=5)=[CH:26][CH:25]=4)=[CH:16][CH:15]=3)=[C:10]([CH3:54])[CH:9]=2)=[O:7])[CH2:4][CH2:3][CH2:2]1.[ClH:55]. Given the product [ClH:55].[NH2:46][CH2:45][C@H:42]1[CH2:43][CH2:44][C@H:39]([C:37]([NH:36][C@H:21]([C:22](=[O:35])[NH:23][C:24]2[CH:29]=[CH:28][C:27]([C:30]3[NH:34][N:33]=[N:32][N:31]=3)=[CH:26][CH:25]=2)[CH2:20][C:17]2[CH:16]=[CH:15][C:14]([C:11]3[CH:12]=[CH:13][C:8]([C:6]([NH:5][CH:1]4[CH2:2][CH2:3][CH2:4]4)=[O:7])=[CH:9][C:10]=3[CH3:54])=[CH:19][CH:18]=2)=[O:38])[CH2:40][CH2:41]1, predict the reactants needed to synthesize it. (3) Given the product [CH3:9][O:8][C:6]1[CH:5]=[C:4]2[O:13][C:12]([C:14]3[N:15]=[C:16]4[N:20]([CH:21]=3)[N:19]=[C:18]([S:22][CH3:23])[S:17]4)=[N:11][C:3]2=[C:2]([OH:1])[CH:7]=1, predict the reactants needed to synthesize it. The reactants are: [OH:1][C:2]1[CH:7]=[C:6]([O:8][CH3:9])[CH:5]=[C:4](O)[C:3]=1[NH:11][C:12]([C:14]1[N:15]=[C:16]2[N:20]([CH:21]=1)[N:19]=[C:18]([S:22][CH3:23])[S:17]2)=[O:13].C(O)(C(F)(F)F)=O. (4) Given the product [C:1]([C:5]1[N:6]=[C:7]([N:14]2[CH2:15][C:16]3([CH2:17][O:18][CH2:19]3)[CH2:20]2)[C:8]2[CH:13]=[CH:12][N:11]([CH2:24][C:25]3[CH:30]=[CH:29][CH:28]=[CH:27][C:26]=3[Cl:31])[C:9]=2[N:10]=1)([CH3:4])([CH3:2])[CH3:3], predict the reactants needed to synthesize it. The reactants are: [C:1]([C:5]1[N:6]=[C:7]([N:14]2[CH2:20][C:16]3([CH2:19][O:18][CH2:17]3)[CH2:15]2)[C:8]2[CH:13]=[CH:12][NH:11][C:9]=2[N:10]=1)([CH3:4])([CH3:3])[CH3:2].[H-].[Na+].Br[CH2:24][C:25]1[CH:30]=[CH:29][CH:28]=[CH:27][C:26]=1[Cl:31].[NH4+].[Cl-]. (5) Given the product [Br:1][C:2]1[CH:11]=[CH:10][C:9]2[C:4](=[CH:5][C:6]([F:12])=[CH:7][CH:8]=2)[C:3]=1[CH:13]=[O:14], predict the reactants needed to synthesize it. The reactants are: [Br:1][C:2]1[CH2:11][CH2:10][C:9]2[C:4](=[CH:5][C:6]([F:12])=[CH:7][CH:8]=2)[C:3]=1[CH:13]=[O:14].ClC1C(=O)C(C#N)=C(C#N)C(=O)C=1Cl. (6) Given the product [CH:31]([C:29]1[NH:28][N:27]=[C:26]([NH:25][C:18]2[C:19]3[CH2:24][CH2:23][CH2:22][C:20]=3[N:21]=[C:16]([N:12]3[CH2:13][CH2:14][CH2:15][C@@H:11]3[C:9]([NH:8][C:5]3[CH:6]=[N:7][C:2]([S:35][CH3:34])=[CH:3][CH:4]=3)=[O:10])[N:17]=2)[CH:30]=1)([CH3:33])[CH3:32], predict the reactants needed to synthesize it. The reactants are: F[C:2]1[N:7]=[CH:6][C:5]([NH:8][C:9]([C@H:11]2[CH2:15][CH2:14][CH2:13][N:12]2[C:16]2[N:17]=[C:18]([NH:25][C:26]3[CH:30]=[C:29]([CH:31]([CH3:33])[CH3:32])[NH:28][N:27]=3)[C:19]3[CH2:24][CH2:23][CH2:22][C:20]=3[N:21]=2)=[O:10])=[CH:4][CH:3]=1.[CH3:34][S-:35].[Na+]. (7) Given the product [CH3:1][N:2]1[CH2:7][CH2:6][N:5]([CH2:8][C:9]2[N:13]3[CH:14]=[CH:15][CH:16]=[CH:17][C:12]3=[N:11][C:10]=2[CH2:18][NH2:19])[CH2:4][CH2:3]1, predict the reactants needed to synthesize it. The reactants are: [CH3:1][N:2]1[CH2:7][CH2:6][N:5]([CH2:8][C:9]2[N:13]3[CH:14]=[CH:15][CH:16]=[CH:17][C:12]3=[N:11][C:10]=2[CH2:18][N:19]2C(=O)C3C(=CC=CC=3)C2=O)[CH2:4][CH2:3]1.NN. (8) The reactants are: [O:1]1[C:5]2([CH2:10][CH2:9][CH2:8][CH2:7][CH:6]2[C:11]([OH:13])=O)[O:4][CH2:3][CH2:2]1.ON1C2C=CC=CC=2N=N1.O[NH:25][C:26](=[NH:28])[CH3:27]. Given the product [O:4]1[C:5]2([CH2:10][CH2:9][CH2:8][CH2:7][CH:6]2[C:11]2[O:13][N:28]=[C:26]([CH3:27])[N:25]=2)[O:1][CH2:2][CH2:3]1, predict the reactants needed to synthesize it. (9) The reactants are: C([O:8][C@H:9]1[C@H:14]([O:15]CC2C=CC=CC=2)[C@@H:13]([O:23]CC2C=CC=CC=2)[C@H:12]([C:31]2[CH:36]=[CH:35][C:34]([Cl:37])=[C:33]([CH2:38][C:39]3[CH:44]=[CH:43][C:42]([O:45][CH2:46][CH3:47])=[CH:41][CH:40]=3)[CH:32]=2)[O:11][C:10]1([CH2:50][OH:51])[CH2:48][OH:49])C1C=CC=CC=1.Cl. Given the product [Cl:37][C:34]1[CH:35]=[CH:36][C:31]([C@@H:12]2[O:11][C:10]([CH2:50][OH:51])([CH2:48][OH:49])[C@@H:9]([OH:8])[C@H:14]([OH:15])[C@H:13]2[OH:23])=[CH:32][C:33]=1[CH2:38][C:39]1[CH:40]=[CH:41][C:42]([O:45][CH2:46][CH3:47])=[CH:43][CH:44]=1, predict the reactants needed to synthesize it. (10) The reactants are: Br[C:2]1[C:11]2[CH2:10][C:9]([CH3:13])([CH3:12])[CH2:8][NH:7][C:6](=[O:14])[C:5]=2[S:4][C:3]=1[N:15]1[CH2:20][CH2:19][O:18][CH2:17][CH2:16]1.[C:21]1(B(O)O)[CH:26]=[CH:25][CH:24]=[CH:23][CH:22]=1.C1(P(C2C=CC=CC=2)CCCP(C2C=CC=CC=2)C2C=CC=CC=2)C=CC=CC=1.[O-]P([O-])([O-])=O.[K+].[K+].[K+]. Given the product [CH3:12][C:9]1([CH3:13])[CH2:8][NH:7][C:6](=[O:14])[C:5]2[S:4][C:3]([N:15]3[CH2:20][CH2:19][O:18][CH2:17][CH2:16]3)=[C:2]([C:21]3[CH:26]=[CH:25][CH:24]=[CH:23][CH:22]=3)[C:11]=2[CH2:10]1, predict the reactants needed to synthesize it.